From a dataset of NCI-60 drug combinations with 297,098 pairs across 59 cell lines. Regression. Given two drug SMILES strings and cell line genomic features, predict the synergy score measuring deviation from expected non-interaction effect. Drug 1: C1CN(CCN1C(=O)CCBr)C(=O)CCBr. Drug 2: CC1C(C(CC(O1)OC2CC(CC3=C2C(=C4C(=C3O)C(=O)C5=C(C4=O)C(=CC=C5)OC)O)(C(=O)CO)O)N)O.Cl. Cell line: MALME-3M. Synergy scores: CSS=40.4, Synergy_ZIP=-3.77, Synergy_Bliss=-5.08, Synergy_Loewe=-16.6, Synergy_HSA=-3.96.